Dataset: Forward reaction prediction with 1.9M reactions from USPTO patents (1976-2016). Task: Predict the product of the given reaction. Given the reactants Br[C:2]1[C:3]2[O:12][C:11]([CH2:13][N:14]3[CH2:19][CH2:18][O:17][CH2:16][CH2:15]3)=[CH:10][C:4]=2[C:5](=[O:9])[N:6]([CH3:8])[CH:7]=1.[O:20]1[CH2:25][CH2:24][CH:23]([CH2:26][O:27][C:28]2[CH:33]=[C:32](B3OC(C)(C)C(C)(C)O3)[CH:31]=[CH:30][N:29]=2)[CH2:22][CH2:21]1.C(=O)([O-])[O-].[K+].[K+], predict the reaction product. The product is: [CH3:8][N:6]1[CH:7]=[C:2]([C:32]2[CH:31]=[CH:30][N:29]=[C:28]([O:27][CH2:26][CH:23]3[CH2:24][CH2:25][O:20][CH2:21][CH2:22]3)[CH:33]=2)[C:3]2[O:12][C:11]([CH2:13][N:14]3[CH2:19][CH2:18][O:17][CH2:16][CH2:15]3)=[CH:10][C:4]=2[C:5]1=[O:9].